This data is from NCI-60 drug combinations with 297,098 pairs across 59 cell lines. The task is: Regression. Given two drug SMILES strings and cell line genomic features, predict the synergy score measuring deviation from expected non-interaction effect. (1) Drug 1: CCC1=CC2CC(C3=C(CN(C2)C1)C4=CC=CC=C4N3)(C5=C(C=C6C(=C5)C78CCN9C7C(C=CC9)(C(C(C8N6C)(C(=O)OC)O)OC(=O)C)CC)OC)C(=O)OC.C(C(C(=O)O)O)(C(=O)O)O. Drug 2: C(CCl)NC(=O)N(CCCl)N=O. Cell line: NCI-H226. Synergy scores: CSS=30.4, Synergy_ZIP=-0.562, Synergy_Bliss=1.57, Synergy_Loewe=-13.1, Synergy_HSA=0.864. (2) Drug 1: CS(=O)(=O)C1=CC(=C(C=C1)C(=O)NC2=CC(=C(C=C2)Cl)C3=CC=CC=N3)Cl. Drug 2: CCCS(=O)(=O)NC1=C(C(=C(C=C1)F)C(=O)C2=CNC3=C2C=C(C=N3)C4=CC=C(C=C4)Cl)F. Cell line: LOX IMVI. Synergy scores: CSS=26.6, Synergy_ZIP=-2.58, Synergy_Bliss=-1.04, Synergy_Loewe=-3.10, Synergy_HSA=3.40. (3) Drug 1: CC(C)CN1C=NC2=C1C3=CC=CC=C3N=C2N. Drug 2: CCC1(C2=C(COC1=O)C(=O)N3CC4=CC5=C(C=CC(=C5CN(C)C)O)N=C4C3=C2)O.Cl. Cell line: CCRF-CEM. Synergy scores: CSS=47.9, Synergy_ZIP=0.681, Synergy_Bliss=0.108, Synergy_Loewe=-23.9, Synergy_HSA=-0.357. (4) Drug 2: CC(C)(C#N)C1=CC(=CC(=C1)CN2C=NC=N2)C(C)(C)C#N. Drug 1: C1CN1P(=S)(N2CC2)N3CC3. Synergy scores: CSS=10.3, Synergy_ZIP=-3.94, Synergy_Bliss=-6.79, Synergy_Loewe=-5.77, Synergy_HSA=-7.30. Cell line: KM12. (5) Drug 1: CS(=O)(=O)C1=CC(=C(C=C1)C(=O)NC2=CC(=C(C=C2)Cl)C3=CC=CC=N3)Cl. Drug 2: C1=NC2=C(N=C(N=C2N1C3C(C(C(O3)CO)O)F)Cl)N. Cell line: COLO 205. Synergy scores: CSS=27.9, Synergy_ZIP=-0.300, Synergy_Bliss=-2.61, Synergy_Loewe=-16.4, Synergy_HSA=-6.76.